Dataset: Reaction yield outcomes from USPTO patents with 853,638 reactions. Task: Predict the reaction yield, written as a fraction of the theoretical maximum amount of product (1.0 means a 100% yield; for example, 0.34 means a 34% yield). (1) The reactants are [NH2:1][C:2]1[CH:7]=[CH:6][C:5]([Br:8])=[CH:4][N:3]=1.[OH-].[NH4+:10].Cl[S:12]([OH:15])(=O)=[O:13]. No catalyst specified. The product is [NH2:1][C:2]1[C:7]([S:12]([NH2:10])(=[O:15])=[O:13])=[CH:6][C:5]([Br:8])=[CH:4][N:3]=1. The yield is 0.650. (2) The reactants are [C:1]1([C:11]2[NH:12][C:13]3[C:18]([N:19]=2)=[C:17]([O:20][C@H:21]2[CH2:25][CH2:24][C@H:23]([CH2:26][OH:27])[CH2:22]2)[N:16]=[CH:15][N:14]=3)[C:10]2[C:5](=[CH:6][CH:7]=[CH:8][CH:9]=2)[CH:4]=[CH:3][CH:2]=1.Cl[S:29]([NH2:32])(=[O:31])=[O:30]. The catalyst is CC(N(C)C)=O.CC#N. The product is [S:29](=[O:31])(=[O:30])([O:27][CH2:26][C@H:23]1[CH2:24][CH2:25][C@H:21]([O:20][C:17]2[N:16]=[CH:15][N:14]=[C:13]3[C:18]=2[N:19]=[C:11]([C:1]2[C:10]4[C:5](=[CH:6][CH:7]=[CH:8][CH:9]=4)[CH:4]=[CH:3][CH:2]=2)[NH:12]3)[CH2:22]1)[NH2:32]. The yield is 0.700. (3) The product is [Cl:1][C:2]1[CH:7]=[C:6]([N:19]2[CH2:24][CH2:23][O:22][CH2:21][CH2:20]2)[N:5]2[N:9]=[C:10]([C:12]3[CH:17]=[CH:16][CH:15]=[C:14]([Cl:18])[CH:13]=3)[CH:11]=[C:4]2[N:3]=1. The catalyst is O1CCOCC1. The yield is 0.940. The reactants are [Cl:1][C:2]1[CH:7]=[C:6](Cl)[N:5]2[N:9]=[C:10]([C:12]3[CH:17]=[CH:16][CH:15]=[C:14]([Cl:18])[CH:13]=3)[CH:11]=[C:4]2[N:3]=1.[NH:19]1[CH2:24][CH2:23][O:22][CH2:21][CH2:20]1. (4) The reactants are Br[CH2:2][C:3]([C:5]1[C:10]([CH3:11])=[CH:9][C:8]([O:12][C:13]2[CH:18]=[N:17][C:16]([O:19][CH3:20])=[CH:15][N:14]=2)=[CH:7][C:6]=1[CH3:21])=O.[NH2:22][C:23]([NH2:25])=[S:24]. The catalyst is CCO. The product is [CH3:20][O:19][C:16]1[N:17]=[CH:18][C:13]([O:12][C:8]2[CH:9]=[C:10]([CH3:11])[C:5]([C:3]3[N:22]=[C:23]([NH2:25])[S:24][CH:2]=3)=[C:6]([CH3:21])[CH:7]=2)=[N:14][CH:15]=1. The yield is 0.160. (5) The reactants are [NH2:1][C:2]1[C:3]2[C:10](Br)=[CH:9][N:8]([CH2:12][CH2:13][CH:14]3[CH2:19][CH2:18][N:17]([C:20]([O:22][C:23]([CH3:26])([CH3:25])[CH3:24])=[O:21])[CH2:16][CH2:15]3)[C:4]=2[N:5]=[CH:6][N:7]=1.[F:27][C:28]1[CH:33]=[CH:32][C:31]([F:34])=[CH:30][C:29]=1[CH2:35][C:36]([N:38]1[C:46]2[C:41](=[CH:42][C:43](B3OC(C)(C)C(C)(C)O3)=[CH:44][CH:45]=2)[CH2:40][CH2:39]1)=[O:37].C([O-])(O)=O.[Na+]. The catalyst is C1C=CC([P]([Pd]([P](C2C=CC=CC=2)(C2C=CC=CC=2)C2C=CC=CC=2)([P](C2C=CC=CC=2)(C2C=CC=CC=2)C2C=CC=CC=2)[P](C2C=CC=CC=2)(C2C=CC=CC=2)C2C=CC=CC=2)(C2C=CC=CC=2)C2C=CC=CC=2)=CC=1.O1CCOCC1. The product is [NH2:1][C:2]1[C:3]2[C:10]([C:43]3[CH:42]=[C:41]4[C:46](=[CH:45][CH:44]=3)[N:38]([C:36](=[O:37])[CH2:35][C:29]3[CH:30]=[C:31]([F:34])[CH:32]=[CH:33][C:28]=3[F:27])[CH2:39][CH2:40]4)=[CH:9][N:8]([CH2:12][CH2:13][CH:14]3[CH2:19][CH2:18][N:17]([C:20]([O:22][C:23]([CH3:26])([CH3:25])[CH3:24])=[O:21])[CH2:16][CH2:15]3)[C:4]=2[N:5]=[CH:6][N:7]=1. The yield is 0.472. (6) The reactants are [NH2:1][C@@H:2]1[CH2:6][CH2:5][N:4]([C:7]([O:9][C:10]([CH3:13])([CH3:12])[CH3:11])=[O:8])[CH2:3]1.F[C:15]1[CH:20]=[CH:19][C:18]([C:21]#[N:22])=[CH:17][N:16]=1.CCN(C(C)C)C(C)C.C(O)CC. The catalyst is CCOC(C)=O. The product is [C:21]([C:18]1[CH:19]=[CH:20][C:15]([NH:1][C@@H:2]2[CH2:6][CH2:5][N:4]([C:7]([O:9][C:10]([CH3:13])([CH3:12])[CH3:11])=[O:8])[CH2:3]2)=[N:16][CH:17]=1)#[N:22]. The yield is 0.880. (7) The reactants are [CH3:1][C:2]1[CH:7]=[CH:6][C:5]([S:8]([O:11][CH2:12][CH:13]2[CH2:17][C:16]3[CH:18]=[C:19]([CH2:23][CH3:24])[CH:20]=[C:21](Br)[C:15]=3[O:14]2)(=[O:10])=[O:9])=[CH:4][CH:3]=1.C[C:26]1[CH:31]=[CH:30][CH:29]=[CH:28][C:27]=1B(O)O.C(C1C=CC=CC=1B1OC(C)(C)C(C)(C)O1)(C)C. No catalyst specified. The product is [CH3:1][C:2]1[CH:7]=[CH:6][C:5]([S:8]([O:11][CH2:12][CH:13]2[CH2:17][C:16]3[CH:18]=[C:19]([CH2:23][CH3:24])[CH:20]=[C:21]([C:26]4[CH:31]=[CH:30][CH:29]=[CH:28][CH:27]=4)[C:15]=3[O:14]2)(=[O:10])=[O:9])=[CH:4][CH:3]=1. The yield is 0.970. (8) The reactants are [CH3:1][N:2]1[CH2:7][CH2:6][N:5]([C:8]2[CH:9]=[CH:10][C:11]([N+:15]([O-])=O)=[C:12]([CH:14]=2)[NH2:13])[CH2:4][CH2:3]1.Cl.C(O[C:22](=N)[CH2:23][C:24]([O:26][CH2:27][CH3:28])=[O:25])C.[OH-].[Na+]. The catalyst is O. The product is [CH2:27]([O:26][C:24](=[O:25])[CH2:23][C:22]1[NH:13][C:12]2[CH:14]=[C:8]([N:5]3[CH2:6][CH2:7][N:2]([CH3:1])[CH2:3][CH2:4]3)[CH:9]=[CH:10][C:11]=2[N:15]=1)[CH3:28]. The yield is 0.901. (9) The reactants are [CH3:1][O:2][C:3](=[O:14])[CH2:4][C:5]1[CH:13]=[CH:12][C:8]([C:9]([OH:11])=O)=[CH:7][CH:6]=1.C(Cl)(=O)C(Cl)=O.[C:21]1([O:27][CH3:28])[CH:26]=[CH:25][CH:24]=[CH:23][CH:22]=1.[Al+3].[Cl-].[Cl-].[Cl-].Cl. The catalyst is C(Cl)Cl.CN(C=O)C. The product is [CH3:1][O:2][C:3](=[O:14])[CH2:4][C:5]1[CH:6]=[CH:7][C:8]([C:9]([C:24]2[CH:25]=[CH:26][C:21]([O:27][CH3:28])=[CH:22][CH:23]=2)=[O:11])=[CH:12][CH:13]=1. The yield is 0.680.